Predict the product of the given reaction. From a dataset of Forward reaction prediction with 1.9M reactions from USPTO patents (1976-2016). (1) Given the reactants C(OC([NH:8][CH2:9][CH2:10][CH2:11][C@H:12]([NH:16][C:17]([C:19]1[CH:24]=[CH:23][C:22]([CH:25]([C:32]2[CH:37]=[CH:36][CH:35]=[CH:34][CH:33]=2)[C:26]2[CH:31]=[CH:30][CH:29]=[CH:28][CH:27]=2)=[CH:21][CH:20]=1)=[O:18])[C:13]([OH:15])=[O:14])=O)(C)(C)C.[C:38]([OH:44])([C:40]([F:43])([F:42])[F:41])=[O:39].C([SiH](CC)CC)C, predict the reaction product. The product is: [NH2:8][CH2:9][CH2:10][CH2:11][C@H:12]([NH:16][C:17]([C:19]1[CH:24]=[CH:23][C:22]([CH:25]([C:32]2[CH:33]=[CH:34][CH:35]=[CH:36][CH:37]=2)[C:26]2[CH:31]=[CH:30][CH:29]=[CH:28][CH:27]=2)=[CH:21][CH:20]=1)=[O:18])[C:13]([OH:15])=[O:14].[C:38]([OH:44])([C:40]([F:43])([F:42])[F:41])=[O:39]. (2) Given the reactants Cl[C:2]1[CH:7]=[C:6]([C:8]2[CH:13]=[C:12]([N:14]3[CH2:19][CH2:18][CH2:17][CH2:16][CH2:15]3)[CH:11]=[CH:10][C:9]=2[N+:20]([O-:22])=[O:21])[N:5]=[CH:4][N:3]=1.[F:23][C:24]([F:34])([F:33])[C:25]1[CH:26]=[C:27]([CH:30]=[CH:31][CH:32]=1)[CH2:28][NH2:29], predict the reaction product. The product is: [N+:20]([C:9]1[CH:10]=[CH:11][C:12]([N:14]2[CH2:19][CH2:18][CH2:17][CH2:16][CH2:15]2)=[CH:13][C:8]=1[C:6]1[N:5]=[CH:4][N:3]=[C:2]([NH:29][CH2:28][C:27]2[CH:30]=[CH:31][CH:32]=[C:25]([C:24]([F:23])([F:33])[F:34])[CH:26]=2)[CH:7]=1)([O-:22])=[O:21]. (3) Given the reactants Cl[C:2]1[CH:11]=[C:10]2[C:5]([CH:6]=[C:7]([C:13]3[CH:18]=[CH:17][CH:16]=[CH:15][C:14]=3[Cl:19])[N+:8]([O-:12])=[CH:9]2)=[CH:4][N:3]=1.[CH:20]1([C:23]([NH2:25])=[O:24])[CH2:22][CH2:21]1.C(=O)([O-])[O-].[Cs+].[Cs+], predict the reaction product. The product is: [Cl:19][C:14]1[CH:15]=[CH:16][CH:17]=[CH:18][C:13]=1[C:7]1[N+:8]([O-:12])=[CH:9][C:10]2[C:5]([CH:6]=1)=[CH:4][N:3]=[C:2]([NH:25][C:23]([CH:20]1[CH2:22][CH2:21]1)=[O:24])[CH:11]=2. (4) Given the reactants [Br:1][C:2]1[CH:7]=[C:6]([C:8]([OH:16])([CH3:15])[CH2:9]OS(C)(=O)=O)[C:5]([F:17])=[CH:4][N:3]=1.[N-:18]=[N+:19]=[N-:20].[Na+].[NH4+].[Cl-], predict the reaction product. The product is: [N:18]([CH2:9][C:8]([C:6]1[C:5]([F:17])=[CH:4][N:3]=[C:2]([Br:1])[CH:7]=1)([OH:16])[CH3:15])=[N+:19]=[N-:20]. (5) The product is: [F:2][C:3]1([C:9]2[CH:14]=[CH:13][CH:12]=[CH:11][C:10]=2[C:15]([F:16])([F:17])[F:18])[CH2:4][CH2:5][N:6]([C:35]([C:34]2[C:28]3[CH2:27][N:26]([C:24]([O:23][C:19]([CH3:22])([CH3:21])[CH3:20])=[O:25])[CH2:31][CH2:30][C:29]=3[NH:32][N:33]=2)=[O:36])[CH2:7][CH2:8]1. Given the reactants Cl.[F:2][C:3]1([C:9]2[CH:14]=[CH:13][CH:12]=[CH:11][C:10]=2[C:15]([F:18])([F:17])[F:16])[CH2:8][CH2:7][NH:6][CH2:5][CH2:4]1.[C:19]([O:23][C:24]([N:26]1[CH2:31][CH2:30][C:29]2[NH:32][N:33]=[C:34]([C:35](O)=[O:36])[C:28]=2[CH2:27]1)=[O:25])([CH3:22])([CH3:21])[CH3:20].CCN(C(C)C)C(C)C.CCN=C=NCCCN(C)C.C1C=CC2N(O)N=NC=2C=1, predict the reaction product. (6) Given the reactants [CH:1]1([C:4]2[N:8]([C:9]3[CH:14]=[C:13]([I:15])[CH:12]=[CH:11][N:10]=3)[N:7]=[C:6]([C:16]([OH:18])=O)[CH:5]=2)[CH2:3][CH2:2]1.[Cl-].[NH4+:20], predict the reaction product. The product is: [CH:1]1([C:4]2[N:8]([C:9]3[CH:14]=[C:13]([I:15])[CH:12]=[CH:11][N:10]=3)[N:7]=[C:6]([C:16]([NH2:20])=[O:18])[CH:5]=2)[CH2:2][CH2:3]1. (7) Given the reactants C([O:3][C:4](=[O:30])[CH2:5][N:6]1[C:14]2[CH2:13][CH2:12][CH2:11][C@@H:10]([NH:15][S:16]([C:19]3[CH:24]=[C:23]([C:25]([F:28])([F:27])[F:26])[CH:22]=[C:21]([Br:29])[CH:20]=3)(=[O:18])=[O:17])[C:9]=2[CH:8]=[N:7]1)C.[OH-].[Na+], predict the reaction product. The product is: [Br:29][C:21]1[CH:20]=[C:19]([S:16]([NH:15][C@@H:10]2[CH2:11][CH2:12][CH2:13][C:14]3[N:6]([CH2:5][C:4]([OH:30])=[O:3])[N:7]=[CH:8][C:9]2=3)(=[O:18])=[O:17])[CH:24]=[C:23]([C:25]([F:28])([F:26])[F:27])[CH:22]=1. (8) Given the reactants [C:1]([NH:5][C:6]([C:8]1[C:16]2[C:11](=[N:12][CH:13]=[C:14]([C:17]3[C:25]4[C:20](=[CH:21][CH:22]=[C:23]([C:26](C)(C)[O:27][SiH2]C(C)(C)C)[CH:24]=4)[N:19]([CH3:35])[N:18]=3)[N:15]=2)[N:10](COCC[Si](C)(C)C)[CH:9]=1)=[O:7])([CH3:4])([CH3:3])[CH3:2].[F-].C([N+](CCCC)(CCCC)CCCC)CCC, predict the reaction product. The product is: [C:1]([NH:5][C:6]([C:8]1[C:16]2[C:11](=[N:12][CH:13]=[C:14]([C:17]3[C:25]4[C:20](=[CH:21][CH:22]=[C:23]([CH2:26][OH:27])[CH:24]=4)[N:19]([CH3:35])[N:18]=3)[N:15]=2)[NH:10][CH:9]=1)=[O:7])([CH3:4])([CH3:3])[CH3:2].